Dataset: Reaction yield outcomes from USPTO patents with 853,638 reactions. Task: Predict the reaction yield, written as a fraction of the theoretical maximum amount of product (1.0 means a 100% yield; for example, 0.34 means a 34% yield). (1) The reactants are [NH2:1][C:2]1[C:11]2[C:6](=[C:7](Br)[CH:8]=[CH:9][CH:10]=2)[N:5]=[N:4][C:3]=1[C:13]([NH:15][CH2:16][CH2:17][CH3:18])=[O:14].[F:19][C:20]1[CH:25]=[CH:24][C:23]([F:26])=[CH:22][C:21]=1B(O)O. The product is [NH2:1][C:2]1[C:11]2[C:6](=[C:7]([C:24]3[CH:25]=[C:20]([F:19])[CH:21]=[CH:22][C:23]=3[F:26])[CH:8]=[CH:9][CH:10]=2)[N:5]=[N:4][C:3]=1[C:13]([NH:15][CH2:16][CH2:17][CH3:18])=[O:14]. The yield is 0.700. No catalyst specified. (2) The reactants are [C:9](O[C:9]([O:11][C:12]([CH3:15])([CH3:14])[CH3:13])=[O:10])([O:11][C:12]([CH3:15])([CH3:14])[CH3:13])=[O:10].[CH:16]1([CH2:24][NH2:25])[CH2:21][CH2:20][CH:19]([CH2:22][NH2:23])[CH2:18][CH2:17]1. The catalyst is C(Cl)Cl. The product is [C:12]([O:11][C:9](=[O:10])[NH:23][CH2:22][CH:19]1[CH2:20][CH2:21][CH:16]([CH2:24][NH:25][C:9]([O:11][C:12]([CH3:15])([CH3:14])[CH3:13])=[O:10])[CH2:17][CH2:18]1)([CH3:13])([CH3:14])[CH3:15]. The yield is 0.990. (3) The reactants are [NH2:1][CH2:2][C:3]([NH:5][CH2:6][C:7]([NH:9][C@H:10]([C:18]([NH:20][CH2:21][C:22]([NH:24][C@@H:25]1[C:30]2=[C:31]3[CH2:46][N:45]4[C:40](=[CH:41][C:42]5[C@:51]([CH2:53][CH3:54])([OH:52])[C:50](=[O:55])[O:49][CH2:48][C:43]=5[C:44]4=[O:47])[C:32]3=[N:33][C:34]3[CH:35]=[C:36]([F:39])[C:37]([CH3:38])=[C:28]([C:29]=32)[CH2:27][CH2:26]1)=[O:23])=[O:19])[CH2:11][C:12]1[CH:17]=[CH:16][CH:15]=[CH:14][CH:13]=1)=[O:8])=[O:4].[C:56]([O:60][C:61]([NH:63][CH2:64][CH2:65][CH2:66][CH2:67][C@@H:68]([C:87](O)=[O:88])[NH:69][C:70]([O:72][CH2:73][CH:74]1[C:86]2[CH:85]=[CH:84][CH:83]=[CH:82][C:81]=2[C:80]2[C:75]1=[CH:76][CH:77]=[CH:78][CH:79]=2)=[O:71])=[O:62])([CH3:59])([CH3:58])[CH3:57]. No catalyst specified. The product is [C:56]([O:60][C:61]([NH:63][CH2:64][CH2:65][CH2:66][CH2:67][C@@H:68]([C:87]([NH:1][CH2:2][C:3]([NH:5][CH2:6][C:7]([NH:9][C@H:10]([C:18]([NH:20][CH2:21][C:22]([NH:24][C@@H:25]1[C:30]2=[C:31]3[CH2:46][N:45]4[C:40](=[CH:41][C:42]5[C@:51]([CH2:53][CH3:54])([OH:52])[C:50](=[O:55])[O:49][CH2:48][C:43]=5[C:44]4=[O:47])[C:32]3=[N:33][C:34]3[CH:35]=[C:36]([F:39])[C:37]([CH3:38])=[C:28]([C:29]=32)[CH2:27][CH2:26]1)=[O:23])=[O:19])[CH2:11][C:12]1[CH:17]=[CH:16][CH:15]=[CH:14][CH:13]=1)=[O:8])=[O:4])=[O:88])[NH:69][C:70]([O:72][CH2:73][CH:74]1[C:75]2[CH:76]=[CH:77][CH:78]=[CH:79][C:80]=2[C:81]2[C:86]1=[CH:85][CH:84]=[CH:83][CH:82]=2)=[O:71])=[O:62])([CH3:59])([CH3:58])[CH3:57]. The yield is 0.980. (4) The reactants are [OH:1][C:2]1[CH:7]=[C:6]([Cl:8])[N:5]=[N:4][C:3]=1Cl.[CH:10]1([C:13]2[CH:18]=[CH:17][CH:16]=[C:15]([CH3:19])[C:14]=2[OH:20])[CH2:12][CH2:11]1.COC1C=CC=CC=1OC.[OH-].[K+].Cl. The catalyst is CO. The product is [Cl:8][C:6]1[N:5]=[N:4][C:3]([O:20][C:14]2[C:15]([CH3:19])=[CH:16][CH:17]=[CH:18][C:13]=2[CH:10]2[CH2:11][CH2:12]2)=[C:2]([OH:1])[CH:7]=1. The yield is 0.380.